This data is from Reaction yield outcomes from USPTO patents with 853,638 reactions. The task is: Predict the reaction yield, written as a fraction of the theoretical maximum amount of product (1.0 means a 100% yield; for example, 0.34 means a 34% yield). (1) The reactants are [Cl:1][C:2]1[CH:10]=[CH:9][C:8]2[NH:7][C:6]3[CH2:11][CH2:12][N:13]([CH3:15])[CH2:14][C:5]=3[C:4]=2[CH:3]=1.C(=O)([O-])[O-].[K+].[K+].N1C2C(=CC=C3C=2N=CC=C3)C=CC=1.Br[C:37]#[C:38][C:39]1[CH:40]=[CH:41][C:42]([CH2:45][CH2:46][CH3:47])=[N:43][CH:44]=1. The catalyst is C1(C)C=CC=CC=1.C(Cl)Cl.S([O-])([O-])(=O)=O.[Cu+2].O. The product is [Cl:1][C:2]1[CH:10]=[CH:9][C:8]2[N:7]([C:37]#[C:38][C:39]3[CH:44]=[N:43][C:42]([CH2:45][CH2:46][CH3:47])=[CH:41][CH:40]=3)[C:6]3[CH2:11][CH2:12][N:13]([CH3:15])[CH2:14][C:5]=3[C:4]=2[CH:3]=1. The yield is 0.180. (2) The reactants are [CH3:1][S:2](Cl)(=[O:4])=[O:3].[F:6][CH:7]([F:40])[C:8]1[N:12]([C:13]2[N:21]=[C:20]3[C:16]([N:17]=[CH:18][N:19]3[CH:22]3[CH2:27][CH2:26][NH:25][CH2:24][CH2:23]3)=[C:15]([N:28]3[CH2:33][CH2:32][O:31][CH2:30][CH2:29]3)[N:14]=2)[C:11]2[CH:34]=[CH:35][CH:36]=[C:37]([O:38][CH3:39])[C:10]=2[N:9]=1.C([O-])([O-])=O.[K+].[K+].O. The catalyst is C(Cl)Cl. The product is [F:40][CH:7]([F:6])[C:8]1[N:12]([C:13]2[N:21]=[C:20]3[C:16]([N:17]=[CH:18][N:19]3[CH:22]3[CH2:27][CH2:26][N:25]([S:2]([CH3:1])(=[O:4])=[O:3])[CH2:24][CH2:23]3)=[C:15]([N:28]3[CH2:29][CH2:30][O:31][CH2:32][CH2:33]3)[N:14]=2)[C:11]2[CH:34]=[CH:35][CH:36]=[C:37]([O:38][CH3:39])[C:10]=2[N:9]=1. The yield is 0.880. (3) The yield is 0.690. The product is [Cl:8][C:6]1[N:5]=[C:4]([O:9][C@H:10]([CH3:14])[CH2:11][O:12][CH3:13])[N:3]=[C:2]([N:30]2[CH2:29][CH2:28][CH:27]([C:26]3[N:25]=[C:24]([C:33]([NH2:35])=[O:34])[CH:23]=[CH:22][C:21]=3[O:20][CH2:19][CH2:18][N:17]([CH3:36])[CH3:16])[CH2:32][CH2:31]2)[CH:7]=1. The catalyst is CO. The reactants are Cl[C:2]1[CH:7]=[C:6]([Cl:8])[N:5]=[C:4]([O:9][C@H:10]([CH3:14])[CH2:11][O:12][CH3:13])[N:3]=1.Cl.[CH3:16][N:17]([CH3:36])[CH2:18][CH2:19][O:20][C:21]1[CH:22]=[CH:23][C:24]([C:33]([NH2:35])=[O:34])=[N:25][C:26]=1[CH:27]1[CH2:32][CH2:31][NH:30][CH2:29][CH2:28]1.CCN(C(C)C)C(C)C.CCOC(C)=O. (4) The reactants are [Cl:1][S:2]([OH:5])(=O)=[O:3].[CH3:6][N:7]1[C:15]2[C:10](=[CH:11][CH:12]=[CH:13][CH:14]=2)[CH2:9][CH2:8]1. No catalyst specified. The product is [CH3:6][N:7]1[C:15]2[C:10](=[CH:11][CH:12]=[C:13]([S:2]([Cl:1])(=[O:5])=[O:3])[CH:14]=2)[CH2:9][CH2:8]1. The yield is 0.0700.